Dataset: Peptide-MHC class II binding affinity with 134,281 pairs from IEDB. Task: Regression. Given a peptide amino acid sequence and an MHC pseudo amino acid sequence, predict their binding affinity value. This is MHC class II binding data. (1) The peptide sequence is ASEVFKAVEAYLVAH. The MHC is DRB5_0101 with pseudo-sequence DRB5_0101. The binding affinity (normalized) is 0.669. (2) The peptide sequence is MKGVERLAVMGDTAW. The MHC is DRB1_0701 with pseudo-sequence DRB1_0701. The binding affinity (normalized) is 0.314. (3) The peptide sequence is AAYKLAYKTAEGATP. The MHC is DRB4_0101 with pseudo-sequence DRB4_0103. The binding affinity (normalized) is 0.351. (4) The peptide sequence is KFPELGMNPSHCNEM. The MHC is HLA-DPA10103-DPB10201 with pseudo-sequence HLA-DPA10103-DPB10201. The binding affinity (normalized) is 0.196. (5) The peptide sequence is IPVMAYLVGLFAWVL. The MHC is DRB1_0101 with pseudo-sequence DRB1_0101. The binding affinity (normalized) is 0.380. (6) The peptide sequence is AGWLFHVRGARRSGD. The MHC is HLA-DQA10501-DQB10402 with pseudo-sequence HLA-DQA10501-DQB10402. The binding affinity (normalized) is 0.936. (7) The peptide sequence is GELQYVDKIDAAFKI. The MHC is DRB1_1201 with pseudo-sequence DRB1_1201. The binding affinity (normalized) is 0.427.